This data is from Full USPTO retrosynthesis dataset with 1.9M reactions from patents (1976-2016). The task is: Predict the reactants needed to synthesize the given product. The reactants are: [Cl:1][C:2]1[CH:3]=[C:4]([C:8]#[C:9][C:10]2[N:11]=[C:12]([CH3:22])[N:13]([C:15]3[CH:20]=[CH:19][NH:18][C:17](=[O:21])[CH:16]=3)[CH:14]=2)[CH:5]=[CH:6][CH:7]=1.[C:23](=O)([O-])[O-].[K+].[K+].CI. Given the product [Cl:1][C:2]1[CH:3]=[C:4]([C:8]#[C:9][C:10]2[N:11]=[C:12]([CH3:22])[N:13]([C:15]3[CH:20]=[CH:19][N:18]([CH3:23])[C:17](=[O:21])[CH:16]=3)[CH:14]=2)[CH:5]=[CH:6][CH:7]=1, predict the reactants needed to synthesize it.